Task: Predict the reactants needed to synthesize the given product.. Dataset: Full USPTO retrosynthesis dataset with 1.9M reactions from patents (1976-2016) Given the product [CH3:10][O:9][C:7]1[CH:6]=[C:4]([CH:3]=[C:2]([B:11]2[O:15][C:14]([CH3:17])([CH3:16])[C:13]([CH3:19])([CH3:18])[O:12]2)[CH:8]=1)[NH2:5], predict the reactants needed to synthesize it. The reactants are: Br[C:2]1[CH:3]=[C:4]([CH:6]=[C:7]([O:9][CH3:10])[CH:8]=1)[NH2:5].[B:11]1([B:11]2[O:15][C:14]([CH3:17])([CH3:16])[C:13]([CH3:19])([CH3:18])[O:12]2)[O:15][C:14]([CH3:17])([CH3:16])[C:13]([CH3:19])([CH3:18])[O:12]1.C([O-])(=O)C.[K+].